From a dataset of Forward reaction prediction with 1.9M reactions from USPTO patents (1976-2016). Predict the product of the given reaction. (1) Given the reactants [NH2:1][C:2]1[N:7]=[CH:6][C:5]([CH2:8][NH:9][C:10]([C:12]2[C:13]3[CH:14]=[N:15][N:16]([C:21]4[CH:26]=[CH:25][C:24]([F:27])=[CH:23][CH:22]=4)[C:17]=3[CH:18]=[CH:19][CH:20]=2)=[O:11])=[CH:4][CH:3]=1.CCN(C(C)C)C(C)C.[C:37](OC(=O)C)(=[O:39])[CH3:38], predict the reaction product. The product is: [C:37]([NH:1][C:2]1[N:7]=[CH:6][C:5]([CH2:8][NH:9][C:10]([C:12]2[C:13]3[CH:14]=[N:15][N:16]([C:21]4[CH:22]=[CH:23][C:24]([F:27])=[CH:25][CH:26]=4)[C:17]=3[CH:18]=[CH:19][CH:20]=2)=[O:11])=[CH:4][CH:3]=1)(=[O:39])[CH3:38]. (2) The product is: [F:1][C:2]1[CH:3]=[C:4]([C:9]2[C:10]([O:18][CH2:19][C:20]([F:23])([F:22])[F:21])=[N:11][CH:12]=[C:13]([CH:17]=2)[C:14]([NH:32][CH2:31][C:29]2[O:28][N:27]=[C:26]([C:25]([F:34])([F:33])[F:24])[N:30]=2)=[O:15])[CH:5]=[CH:6][C:7]=1[F:8]. Given the reactants [F:1][C:2]1[CH:3]=[C:4]([C:9]2[C:10]([O:18][CH2:19][C:20]([F:23])([F:22])[F:21])=[N:11][CH:12]=[C:13]([CH:17]=2)[C:14](O)=[O:15])[CH:5]=[CH:6][C:7]=1[F:8].[F:24][C:25]([F:34])([F:33])[C:26]1[N:30]=[C:29]([CH2:31][NH2:32])[O:28][N:27]=1, predict the reaction product. (3) Given the reactants [I:1][C:2]1[N:3]=[CH:4][NH:5][CH:6]=1.[H-].[Na+].Br[CH2:10][C:11]([O:13][CH2:14][CH3:15])=[O:12], predict the reaction product. The product is: [I:1][C:2]1[N:3]=[CH:4][N:5]([CH2:10][C:11]([O:13][CH2:14][CH3:15])=[O:12])[CH:6]=1. (4) Given the reactants [C:1]([C@@H:3]([NH:5][C:6](=[O:12])OC(C)(C)C)[CH3:4])#[N:2].[CH2:13]([O:21][C:22]1[CH:30]=[CH:29][C:25](C(O)=O)=[CH:24][CH:23]=1)[CH2:14][CH2:15][CH2:16][CH2:17][CH2:18][CH2:19][CH3:20], predict the reaction product. The product is: [C:1]([C@@H:3]([NH:5][C:6](=[O:12])[C:25]1[CH:29]=[CH:30][C:22]([O:21][CH2:13][CH2:14][CH2:15][CH2:16][CH2:17][CH2:18][CH2:19][CH3:20])=[CH:23][CH:24]=1)[CH3:4])#[N:2]. (5) Given the reactants [NH2:1][C:2]1[CH:7]=[CH:6][N:5]=[CH:4][CH:3]=1.[CH:8](O)=[O:9], predict the reaction product. The product is: [N:5]1[CH:6]=[CH:7][C:2]([NH:1][CH:8]=[O:9])=[CH:3][CH:4]=1.